The task is: Predict the reactants needed to synthesize the given product.. This data is from Full USPTO retrosynthesis dataset with 1.9M reactions from patents (1976-2016). (1) Given the product [OH:31][CH2:30][CH2:29][CH2:28][NH:27][C:23]([C:10]1[CH:11]=[C:12]([C:13]2[CH:18]=[C:17]([O:19][CH3:20])[CH:16]=[CH:15][C:14]=2[O:21][CH3:22])[N:8]([CH2:7][CH:1]2[CH2:6][CH2:5][CH2:4][CH2:3][CH2:2]2)[C:9]=1[CH3:26])=[O:24], predict the reactants needed to synthesize it. The reactants are: [CH:1]1([CH2:7][N:8]2[C:12]([C:13]3[CH:18]=[C:17]([O:19][CH3:20])[CH:16]=[CH:15][C:14]=3[O:21][CH3:22])=[CH:11][C:10]([C:23](O)=[O:24])=[C:9]2[CH3:26])[CH2:6][CH2:5][CH2:4][CH2:3][CH2:2]1.[NH2:27][CH2:28][CH2:29][CH2:30][OH:31]. (2) The reactants are: [F:1][C:2]1[CH:3]=[C:4]([S:9](Cl)(=[O:11])=[O:10])[CH:5]=[C:6]([F:8])[CH:7]=1.[CH2:13]([O:15][C:16](=[O:28])[CH:17]([NH2:27])[CH:18]([C:23]([F:26])([F:25])[F:24])[C:19]([F:22])([F:21])[F:20])[CH3:14].N1C=CC=CC=1. Given the product [CH2:13]([O:15][C:16](=[O:28])[CH:17]([NH:27][S:9]([C:4]1[CH:3]=[C:2]([F:1])[CH:7]=[C:6]([F:8])[CH:5]=1)(=[O:11])=[O:10])[CH:18]([C:19]([F:22])([F:20])[F:21])[C:23]([F:25])([F:26])[F:24])[CH3:14], predict the reactants needed to synthesize it.